From a dataset of Forward reaction prediction with 1.9M reactions from USPTO patents (1976-2016). Predict the product of the given reaction. (1) The product is: [Cl:1][C:2]1[CH:17]=[CH:16][CH:15]=[CH:14][C:3]=1[CH2:4][N:5]1[C:9](=[O:10])[CH2:8][CH2:7][C@@H:6]1[C:11]([NH:32][CH:24]([CH2:25][C:26]1[CH:27]=[CH:28][CH:29]=[CH:30][CH:31]=1)[CH:23]([OH:33])[C:22]([O:21][CH2:19][CH3:20])=[O:34])=[O:13]. Given the reactants [Cl:1][C:2]1[CH:17]=[CH:16][CH:15]=[CH:14][C:3]=1[CH2:4][N:5]1[C:9](=[O:10])[CH2:8][CH2:7][C@@H:6]1[C:11]([OH:13])=O.[Cl-].[CH2:19]([O:21][C:22](=[O:34])[CH:23]([OH:33])[CH:24]([NH3+:32])[CH2:25][C:26]1[CH:31]=[CH:30][CH:29]=[CH:28][CH:27]=1)[CH3:20], predict the reaction product. (2) Given the reactants [NH2:1][C:2]1[N:3]=[C:4]2[CH:9]=[CH:8][C:7]([O:10][C:11]3[CH:12]=[C:13]([NH:17][C:18]([C:20]4[CH:25]=[CH:24][CH:23]=[C:22]([CH3:26])[N:21]=4)=[O:19])[CH:14]=[CH:15][CH:16]=3)=[CH:6][N:5]2[CH:27]=1.[C:28](Cl)(=[O:30])[CH3:29], predict the reaction product. The product is: [C:28]([NH:1][C:2]1[N:3]=[C:4]2[CH:9]=[CH:8][C:7]([O:10][C:11]3[CH:12]=[C:13]([NH:17][C:18]([C:20]4[CH:25]=[CH:24][CH:23]=[C:22]([CH3:26])[N:21]=4)=[O:19])[CH:14]=[CH:15][CH:16]=3)=[CH:6][N:5]2[CH:27]=1)(=[O:30])[CH3:29]. (3) Given the reactants [Cl:1][C:2]1[CH:7]=[C:6]([F:8])[CH:5]=[CH:4][C:3]=1[N:9]([CH2:24][O:25][C:26]([N:28]1[CH2:33][CH2:32][CH:31]([CH2:34][C:35]([OH:37])=[O:36])[CH2:30][CH2:29]1)=[O:27])[S:10]([CH:13]1[CH2:18][CH2:17][CH2:16][CH:15]=[C:14]1[C:19]([O:21][CH2:22][CH3:23])=[O:20])(=[O:12])=[O:11].C(O)C.C(=O)([O-])[O-].[Na+:45].[Na+], predict the reaction product. The product is: [Cl:1][C:2]1[CH:7]=[C:6]([F:8])[CH:5]=[CH:4][C:3]=1[N:9]([CH2:24][O:25][C:26]([N:28]1[CH2:29][CH2:30][CH:31]([CH2:34][C:35]([O-:37])=[O:36])[CH2:32][CH2:33]1)=[O:27])[S:10]([CH:13]1[CH2:18][CH2:17][CH2:16][CH:15]=[C:14]1[C:19]([O:21][CH2:22][CH3:23])=[O:20])(=[O:11])=[O:12].[Na+:45]. (4) Given the reactants C(O[B:5]1[O:9][C:8]([CH3:11])([CH3:10])[C:7]([CH3:13])([CH3:12])[O:6]1)(C)C.C([Li])CCC.[F:19][C:20]1[CH:21]=[C:22]([CH:31]=[C:32]([F:34])[CH:33]=1)[CH2:23][O:24][CH:25]1[CH2:30][CH2:29][O:28][CH2:27][CH2:26]1, predict the reaction product. The product is: [F:34][C:32]1[CH:31]=[C:22]([CH2:23][O:24][CH:25]2[CH2:30][CH2:29][O:28][CH2:27][CH2:26]2)[CH:21]=[C:20]([F:19])[C:33]=1[B:5]1[O:6][C:7]([CH3:12])([CH3:13])[C:8]([CH3:10])([CH3:11])[O:9]1.